Dataset: Full USPTO retrosynthesis dataset with 1.9M reactions from patents (1976-2016). Task: Predict the reactants needed to synthesize the given product. Given the product [Cl:14][C:15]1[CH:20]=[CH:19][C:18]([C:21]2[N:22]=[C:23]([CH:33]3[CH2:38][CH2:37][N:36]([C:5](=[O:11])[N:48]([OH:49])[CH3:47])[CH2:35][CH2:34]3)[S:24][C:25]=2[C:26]2[CH:31]=[CH:30][C:29]([CH3:32])=[CH:28][CH:27]=2)=[CH:17][CH:16]=1, predict the reactants needed to synthesize it. The reactants are: ClC(Cl)(O[C:5](=[O:11])OC(Cl)(Cl)Cl)Cl.Cl.[Cl:14][C:15]1[CH:20]=[CH:19][C:18]([C:21]2[N:22]=[C:23]([CH:33]3[CH2:38][CH2:37][NH:36][CH2:35][CH2:34]3)[S:24][C:25]=2[C:26]2[CH:31]=[CH:30][C:29]([CH3:32])=[CH:28][CH:27]=2)=[CH:17][CH:16]=1.C(N(CC)CC)C.Cl.[CH3:47][NH:48][OH:49].[Cl-].[NH4+].